This data is from Reaction yield outcomes from USPTO patents with 853,638 reactions. The task is: Predict the reaction yield, written as a fraction of the theoretical maximum amount of product (1.0 means a 100% yield; for example, 0.34 means a 34% yield). (1) The reactants are C(Cl)([C:3](Cl)=[O:4])=O.[CH2:7]([O:14][C:15]1[C:19]([O:20][CH2:21][C:22]2[CH:27]=[CH:26][CH:25]=[CH:24][CH:23]=2)=[C:18]([C:28](=[O:32])[N:29](C)[CH3:30])[N:17]([C:33]2[CH:38]=[CH:37][C:36]([O:39][CH3:40])=[CH:35][CH:34]=2)[C:16]=1[C:41]([O-])=[O:42])[C:8]1[CH:13]=[CH:12][CH:11]=[CH:10][CH:9]=1.[CH2:44]([NH+:46](CC)[CH2:47]C)C.N1C=CC=CC=1. The catalyst is C(Cl)Cl.CN(C=O)C.O. The product is [CH2:21]([O:20][C:19]1[C:15]([O:14][CH2:7][C:8]2[CH:13]=[CH:12][CH:11]=[CH:10][CH:9]=2)=[C:16]([C:41]([N:46]([CH3:47])[CH3:44])=[O:42])[N:17]([C:33]2[CH:34]=[CH:35][C:36]([O:39][CH3:40])=[CH:37][CH:38]=2)[C:18]=1[C:28]([N:29]([O:4][CH3:3])[CH3:30])=[O:32])[C:22]1[CH:27]=[CH:26][CH:25]=[CH:24][CH:23]=1. The yield is 0.220. (2) The reactants are [CH3:1][O:2][C:3]1[CH:4]=[C:5]2[C:10](=[C:11]([NH:13][S:14]([C:17]3[CH:22]=[CH:21][C:20]([C:23]([F:26])([F:25])[F:24])=[CH:19][C:18]=3[N+:27]([O-])=O)(=[O:16])=[O:15])[CH:12]=1)[N:9]=[CH:8][CH:7]=[CH:6]2.O.NN. The product is [NH2:27][C:18]1[CH:19]=[C:20]([C:23]([F:25])([F:24])[F:26])[CH:21]=[CH:22][C:17]=1[S:14]([NH:13][C:11]1[CH:12]=[C:3]([O:2][CH3:1])[CH:4]=[C:5]2[C:10]=1[N:9]=[CH:8][CH:7]=[CH:6]2)(=[O:15])=[O:16]. The yield is 0.590. The catalyst is [Ni].